This data is from Forward reaction prediction with 1.9M reactions from USPTO patents (1976-2016). The task is: Predict the product of the given reaction. (1) Given the reactants Br[CH2:2][C:3]#[N:4].[OH:5][CH:6]1[CH2:11][CH2:10][NH:9][CH2:8][CH2:7]1, predict the reaction product. The product is: [OH:5][CH:6]1[CH2:11][CH2:10][N:9]([CH2:2][C:3]#[N:4])[CH2:8][CH2:7]1. (2) Given the reactants [N:1]1[CH:6]=[CH:5][CH:4]=[CH:3][C:2]=1[SH:7].[H-].[Na+].Br[C:11]1[CH:12]=[C:13]([O:19][C:20]2[CH:25]=[CH:24][C:23]([F:26])=[CH:22][CH:21]=2)[C:14]([C:17]#[N:18])=[N:15][CH:16]=1.O, predict the reaction product. The product is: [F:26][C:23]1[CH:22]=[CH:21][C:20]([O:19][C:13]2[C:14]([C:17]#[N:18])=[N:15][CH:16]=[C:11]([S:7][C:2]3[CH:3]=[CH:4][CH:5]=[CH:6][N:1]=3)[CH:12]=2)=[CH:25][CH:24]=1. (3) Given the reactants [CH2:1]([O:3][C:4]1[N:9]=[CH:8][C:7]([S:10]([C:13]2[N:17]([C:18]3[CH:23]=[CH:22][CH:21]=[CH:20][C:19]=3[F:24])[N:16]=[C:15]([CH2:25][N:26](C)[C:27](=O)OC(C)(C)C)[CH:14]=2)(=[O:12])=[O:11])=[CH:6][CH:5]=1)[CH3:2].C(OCC)(=O)C.[ClH:41], predict the reaction product. The product is: [ClH:41].[CH2:1]([O:3][C:4]1[N:9]=[CH:8][C:7]([S:10]([C:13]2[N:17]([C:18]3[CH:23]=[CH:22][CH:21]=[CH:20][C:19]=3[F:24])[N:16]=[C:15]([CH2:25][NH:26][CH3:27])[CH:14]=2)(=[O:12])=[O:11])=[CH:6][CH:5]=1)[CH3:2]. (4) The product is: [CH:12]([C:4]1[CH:3]=[C:2]([O:1][S:32]([C:35]([F:38])([F:37])[F:36])(=[O:34])=[O:33])[CH:11]=[CH:10][C:5]=1[C:6]([O:8][CH3:9])=[O:7])([CH3:14])[CH3:13]. Given the reactants [OH:1][C:2]1[CH:11]=[CH:10][C:5]([C:6]([O:8][CH3:9])=[O:7])=[C:4]([CH:12]([CH3:14])[CH3:13])[CH:3]=1.[Li+].C[Si]([N-][Si](C)(C)C)(C)C.C1(N([S:32]([C:35]([F:38])([F:37])[F:36])(=[O:34])=[O:33])[S:32]([C:35]([F:38])([F:37])[F:36])(=[O:34])=[O:33])C=CC=CC=1, predict the reaction product. (5) Given the reactants [CH3:1][O:2][C:3]1[CH:4]=[C:5]([CH:11]=[CH:12][C:13]=1[O:14][CH2:15][CH2:16][NH2:17])[C:6]([O:8]CC)=[O:7].[CH3:18][O:19][C:20]1[CH:21]=[C:22]([CH2:37][C:38](O)=[O:39])[CH:23]=[CH:24][C:25]=1[NH:26][C:27]([NH:29][C:30]1[CH:35]=[CH:34][CH:33]=[CH:32][C:31]=1[CH3:36])=[O:28].CCN(CC)CC.[OH-].[Na+], predict the reaction product. The product is: [CH3:1][O:2][C:3]1[CH:4]=[C:5]([CH:11]=[CH:12][C:13]=1[O:14][CH2:15][CH2:16][NH:17][C:38](=[O:39])[CH2:37][C:22]1[CH:23]=[CH:24][C:25]([NH:26][C:27]([NH:29][C:30]2[CH:35]=[CH:34][CH:33]=[CH:32][C:31]=2[CH3:36])=[O:28])=[C:20]([O:19][CH3:18])[CH:21]=1)[C:6]([OH:8])=[O:7]. (6) Given the reactants C([O:3][C:4]([C:6]1[CH:7]=[CH:8][CH:9]=[C:10]2[C:15]=1[N:14]=[CH:13][N:12]=[C:11]2[NH:16][CH2:17][C:18]1[CH:23]=[CH:22][C:21]([O:24][CH3:25])=[CH:20][C:19]=1[O:26][CH3:27])=[O:5])C.[OH-].[Na+].Cl, predict the reaction product. The product is: [CH3:27][O:26][C:19]1[CH:20]=[C:21]([O:24][CH3:25])[CH:22]=[CH:23][C:18]=1[CH2:17][NH:16][C:11]1[C:10]2[C:15](=[C:6]([C:4]([OH:5])=[O:3])[CH:7]=[CH:8][CH:9]=2)[N:14]=[CH:13][N:12]=1. (7) Given the reactants [N+:1]([C:4]1[CH:14]=[CH:13][C:7]2[CH2:8][CH2:9][NH:10][CH2:11][CH2:12][C:6]=2[CH:5]=1)([O-:3])=[O:2].[C:15]1(=O)[CH2:18][CH2:17][CH2:16]1.C(O[BH-](OC(=O)C)OC(=O)C)(=O)C.[Na+].C(=O)([O-])O.[Na+], predict the reaction product. The product is: [CH:15]1([N:10]2[CH2:9][CH2:8][C:7]3[CH:13]=[CH:14][C:4]([N+:1]([O-:3])=[O:2])=[CH:5][C:6]=3[CH2:12][CH2:11]2)[CH2:18][CH2:17][CH2:16]1. (8) Given the reactants [C:1]([O:5][C:6]([N:8]([CH2:26][C:27]([O:29][C:30]([CH3:33])([CH3:32])[CH3:31])=[O:28])[C:9]1[CH:14]=[CH:13][CH:12]=[C:11]([CH2:15][NH:16][S:17]([C:20]2[CH:21]=[N:22][CH:23]=[CH:24][CH:25]=2)(=[O:19])=[O:18])[N:10]=1)=[O:7])([CH3:4])([CH3:3])[CH3:2].[CH2:34]([C:43]1([C:46]2[CH:53]=[CH:52][C:49]([CH2:50]O)=[CH:48][CH:47]=2)[CH2:45][CH2:44]1)[CH2:35][CH2:36][CH2:37][CH2:38][CH2:39][CH2:40][CH2:41][CH3:42].C(P(CCCC)CCCC)CCC.CN(C)C(N=NC(N(C)C)=O)=O, predict the reaction product. The product is: [C:1]([O:5][C:6]([N:8]([CH2:26][C:27]([O:29][C:30]([CH3:33])([CH3:32])[CH3:31])=[O:28])[C:9]1[CH:14]=[CH:13][CH:12]=[C:11]([CH:15]([CH2:50][C:49]2[CH:52]=[CH:53][C:46]([C:43]3([CH2:34][CH2:35][CH2:36][CH2:37][CH2:38][CH2:39][CH2:40][CH2:41][CH3:42])[CH2:44][CH2:45]3)=[CH:47][CH:48]=2)[NH:16][S:17]([C:20]2[CH:21]=[N:22][CH:23]=[CH:24][CH:25]=2)(=[O:19])=[O:18])[N:10]=1)=[O:7])([CH3:4])([CH3:3])[CH3:2].